This data is from Reaction yield outcomes from USPTO patents with 853,638 reactions. The task is: Predict the reaction yield, written as a fraction of the theoretical maximum amount of product (1.0 means a 100% yield; for example, 0.34 means a 34% yield). The reactants are [CH2:1]([O:8][C:9]1[CH:14]=[C:13]([Br:15])[CH:12]=[C:11]([N+:16]([O-:18])=[O:17])[C:10]=1[NH2:19])[C:2]1[CH:7]=[CH:6][CH:5]=[CH:4][CH:3]=1.CS(O)(=O)=O.[OH2:25]. The catalyst is C(OC(=O)CC)(=O)CC. The product is [CH2:1]([O:8][C:9]1[CH:14]=[C:13]([Br:15])[CH:12]=[C:11]([N+:16]([O-:18])=[O:17])[C:10]=1[N:19]([C:1](=[O:8])[CH2:2][CH3:3])[C:4](=[O:25])[CH2:5][CH3:6])[C:2]1[CH:3]=[CH:4][CH:5]=[CH:6][CH:7]=1. The yield is 0.620.